Dataset: Reaction yield outcomes from USPTO patents with 853,638 reactions. Task: Predict the reaction yield, written as a fraction of the theoretical maximum amount of product (1.0 means a 100% yield; for example, 0.34 means a 34% yield). (1) The reactants are C(NC(C)C)(C)C.C([Li])CCC.[CH2:13]([SnH:17]([CH2:22][CH2:23][CH2:24][CH3:25])[CH2:18][CH2:19][CH2:20][CH3:21])[CH2:14][CH2:15][CH3:16].[CH2:26]([Sn:30]([CH2:39][CH2:40][CH2:41][CH3:42])([CH2:35][CH2:36][CH2:37][CH3:38])[CH2:31][O:32][CH2:33]Cl)[CH2:27][CH2:28][CH3:29]. The catalyst is CCCCCC.O.O1CCCC1. The product is [CH2:22]([Sn:17]([CH2:13][CH2:14][CH2:15][CH3:16])([CH2:18][CH2:19][CH2:20][CH3:21])[CH2:33][O:32][CH2:31][Sn:30]([CH2:26][CH2:27][CH2:28][CH3:29])([CH2:39][CH2:40][CH2:41][CH3:42])[CH2:35][CH2:36][CH2:37][CH3:38])[CH2:23][CH2:24][CH3:25]. The yield is 0.230. (2) The reactants are [N+:1]([C:4]1[CH:5]=[C:6]([C:10]2([CH3:20])[CH2:15][N:14]3[CH:16]=[CH:17][N:18]=[C:13]3[C:12]([NH2:19])=[N:11]2)[CH:7]=[CH:8][CH:9]=1)([O-])=O.[H][H]. The catalyst is C(O)C.[Pd]. The product is [NH2:1][C:4]1[CH:5]=[C:6]([C:10]2([CH3:20])[CH2:15][N:14]3[CH:16]=[CH:17][N:18]=[C:13]3[C:12]([NH2:19])=[N:11]2)[CH:7]=[CH:8][CH:9]=1. The yield is 0.910. (3) The reactants are [CH3:1][O:2][CH2:3][CH2:4][O:5][C:6]1[CH:7]=[C:8]2[C:12](=[C:13]([NH:15][S:16]([C:19]3[CH:24]=[CH:23][CH:22]=[CH:21][N:20]=3)(=[O:18])=[O:17])[CH:14]=1)[NH:11][C:10]([C:25]([O:27][CH2:28][CH3:29])=[O:26])=[CH:9]2.[C:30](=O)([O-])[O-].[K+].[K+].CI. The catalyst is CN(C)C=O.C(OCC)(=O)C. The product is [CH3:1][O:2][CH2:3][CH2:4][O:5][C:6]1[CH:7]=[C:8]2[C:12](=[C:13]([N:15]([CH3:30])[S:16]([C:19]3[CH:24]=[CH:23][CH:22]=[CH:21][N:20]=3)(=[O:17])=[O:18])[CH:14]=1)[NH:11][C:10]([C:25]([O:27][CH2:28][CH3:29])=[O:26])=[CH:9]2. The yield is 0.960. (4) The reactants are [C:1]([O:5][C:6]([N:8]1[CH2:12][CH2:11][CH:10]([C:13](=O)[NH:14][CH2:15][C:16]([C:18]2[CH:23]=[CH:22][C:21]([Br:24])=[CH:20][CH:19]=2)=O)[CH2:9]1)=[O:7])([CH3:4])([CH3:3])[CH3:2].C([O-])(=O)C.[NH4+:30]. The catalyst is C1(C)C(C)=CC=CC=1. The product is [C:1]([O:5][C:6]([N:8]1[CH2:12][CH2:11][CH:10]([C:13]2[NH:30][C:16]([C:18]3[CH:23]=[CH:22][C:21]([Br:24])=[CH:20][CH:19]=3)=[CH:15][N:14]=2)[CH2:9]1)=[O:7])([CH3:4])([CH3:3])[CH3:2]. The yield is 0.560. (5) The reactants are [N:1]1[CH:6]=[CH:5][CH:4]=[CH:3][C:2]=1[CH:7]=[CH:8][C:9]1[C:17]2[C:12](=[CH:13][C:14]([NH:18][C:19]3[CH:27]=[CH:26][CH:25]=[CH:24][C:20]=3[C:21](O)=[O:22])=[CH:15][CH:16]=2)[NH:11][N:10]=1.[CH3:28][C:29](=[CH2:32])[CH2:30][NH2:31].C(N(CC)CC)C.CN(C(ON1N=NC2C=CC=NC1=2)=[N+](C)C)C.F[P-](F)(F)(F)(F)F. The catalyst is CN(C=O)C. The product is [CH3:32][C:29](=[CH2:28])[CH2:30][NH:31][C:21](=[O:22])[C:20]1[CH:24]=[CH:25][CH:26]=[CH:27][C:19]=1[NH:18][C:14]1[CH:13]=[C:12]2[C:17]([C:9](/[CH:8]=[CH:7]/[C:2]3[CH:3]=[CH:4][CH:5]=[CH:6][N:1]=3)=[N:10][NH:11]2)=[CH:16][CH:15]=1. The yield is 0.910. (6) The reactants are [F:1][C:2]1[CH:7]=[CH:6][C:5]([O:8][CH3:9])=[CH:4][C:3]=1[C:10]1[CH:15]=[CH:14][C:13]([C:16]([O:18][CH3:19])=[O:17])=[CH:12][C:11]=1I.[CH3:21][C:22]([CH3:28])=[C:23](B(O)O)[CH3:24].C(=O)([O-])[O-].[K+].[K+]. The catalyst is CN(C=O)C.O.C1C=CC([P]([Pd]([P](C2C=CC=CC=2)(C2C=CC=CC=2)C2C=CC=CC=2)([P](C2C=CC=CC=2)(C2C=CC=CC=2)C2C=CC=CC=2)[P](C2C=CC=CC=2)(C2C=CC=CC=2)C2C=CC=CC=2)(C2C=CC=CC=2)C2C=CC=CC=2)=CC=1. The product is [CH3:24][C:23]([C:11]1[CH:12]=[C:13]([C:16]([O:18][CH3:19])=[O:17])[CH:14]=[CH:15][C:10]=1[C:3]1[CH:4]=[C:5]([O:8][CH3:9])[CH:6]=[CH:7][C:2]=1[F:1])=[C:22]([CH3:28])[CH3:21]. The yield is 0.510. (7) The reactants are Br[C:2]1[CH:8]=[CH:7][C:5]([NH2:6])=[CH:4][C:3]=1[F:9].[CH3:10][N:11]1[C:15]([C:16]#[N:17])=[CH:14][CH:13]=[C:12]1B(O)O.[F-].[K+]. The catalyst is C1C=CC(/C=C/C(/C=C/C2C=CC=CC=2)=O)=CC=1.C1C=CC(/C=C/C(/C=C/C2C=CC=CC=2)=O)=CC=1.C1C=CC(/C=C/C(/C=C/C2C=CC=CC=2)=O)=CC=1.[Pd].[Pd]. The product is [NH2:6][C:5]1[CH:7]=[CH:8][C:2]([C:12]2[N:11]([CH3:10])[C:15]([C:16]#[N:17])=[CH:14][CH:13]=2)=[C:3]([F:9])[CH:4]=1. The yield is 0.980. (8) The catalyst is C1COCC1.O. The product is [Cl:1][C:2]1[CH:3]=[CH:4][C:5]([CH2:8][O:9][CH2:22][C:23]([F:26])([F:25])[F:24])=[CH:6][N:7]=1. The yield is 0.340. The reactants are [Cl:1][C:2]1[N:7]=[CH:6][C:5]([CH2:8][OH:9])=[CH:4][CH:3]=1.CC(C)([O-])C.[K+].FC(F)(F)S(O[CH2:22][C:23]([F:26])([F:25])[F:24])(=O)=O.CCOC(C)=O. (9) The reactants are C[O:2][C:3]1[C:8]([O:9]C)=[CH:7][CH:6]=[CH:5][N:4]=1.[F:11][C:12]1[CH:13]=[C:14](B(O)O)[CH:15]=[CH:16][CH:17]=1.C([O-])([O-])=O.[K+].[K+]. The catalyst is O1CCOCC1.O.C1C=CC([P]([Pd]([P](C2C=CC=CC=2)(C2C=CC=CC=2)C2C=CC=CC=2)([P](C2C=CC=CC=2)(C2C=CC=CC=2)C2C=CC=CC=2)[P](C2C=CC=CC=2)(C2C=CC=CC=2)C2C=CC=CC=2)(C2C=CC=CC=2)C2C=CC=CC=2)=CC=1. The product is [F:11][C:12]1[CH:17]=[C:16]([N:4]2[CH:5]=[CH:6][CH:7]=[C:8]([OH:9])[C:3]2=[O:2])[CH:15]=[CH:14][CH:13]=1. The yield is 0.830.